This data is from Catalyst prediction with 721,799 reactions and 888 catalyst types from USPTO. The task is: Predict which catalyst facilitates the given reaction. (1) Reactant: [Cl:1][C:2]1[CH:3]=[C:4]2[C:8](=[CH:9][CH:10]=1)[NH:7][C:6]1[CH:11]([CH3:16])[N:12]([CH3:15])[CH2:13][CH2:14][C:5]2=1.N1CCC[C@H]1C(O)=O.[O-]P([O-])([O-])=O.[K+].[K+].[K+].Br[CH:34]=[C:35]([C:37]1[CH:42]=[CH:41][C:40]([Cl:43])=[C:39]([Cl:44])[CH:38]=1)[CH3:36]. Product: [Cl:1][C:2]1[CH:3]=[C:4]2[C:8](=[CH:9][CH:10]=1)[N:7]([CH:34]=[C:35]([C:37]1[CH:42]=[CH:41][C:40]([Cl:43])=[C:39]([Cl:44])[CH:38]=1)[CH3:36])[C:6]1[CH:11]([CH3:16])[N:12]([CH3:15])[CH2:13][CH2:14][C:5]2=1. The catalyst class is: 122. (2) Reactant: [F:1][C:2]1[CH:7]=[CH:6][CH:5]=[C:4]([F:8])[C:3]=1[C:9]1[N:18]=[CH:17][C:16]2[C:11](=[C:12]([O:19]C)[CH:13]=[CH:14][CH:15]=2)[N:10]=1.B(Br)(Br)Br. Product: [F:1][C:2]1[CH:7]=[CH:6][CH:5]=[C:4]([F:8])[C:3]=1[C:9]1[N:18]=[CH:17][C:16]2[C:11](=[C:12]([OH:19])[CH:13]=[CH:14][CH:15]=2)[N:10]=1. The catalyst class is: 2. (3) Reactant: Cl.[CH3:2][N:3]1[CH:7]=[C:6]([NH2:8])[N:5]=[C:4]1[CH3:9].Br[C:11]1[C:12](=[O:19])[N:13]([CH3:18])[CH:14]=[C:15]([Br:17])[CH:16]=1.CC1(C)C2C(=C(P(C3C=CC=CC=3)C3C=CC=CC=3)C=CC=2)OC2C(P(C3C=CC=CC=3)C3C=CC=CC=3)=CC=CC1=2.C([O-])([O-])=O.[Cs+].[Cs+]. Product: [Br:17][C:15]1[CH:16]=[C:11]([NH:8][C:6]2[N:5]=[C:4]([CH3:9])[N:3]([CH3:2])[CH:7]=2)[C:12](=[O:19])[N:13]([CH3:18])[CH:14]=1. The catalyst class is: 102. (4) Reactant: [Cl:1][C:2]1[CH:3]=[C:4]([C@@H:8]2[C@@H:13]([C:14]3[CH:19]=[CH:18][C:17]([Cl:20])=[CH:16][CH:15]=3)[N:12]([C@@H:21]([CH2:35][CH3:36])[CH2:22][O:23]CC3C=CC(OC)=C(OC)C=3)[C:11](=[O:37])[C@@H:10]([CH2:38][C:39]([O:41]C(C)(C)C)=[O:40])[O:9]2)[CH:5]=[CH:6][CH:7]=1.C(C1C(=O)C(Cl)=C(Cl)C(=O)C=1C#N)#N.C(=O)(O)[O-].[Na+]. Product: [Cl:1][C:2]1[CH:3]=[C:4]([C@@H:8]2[C@@H:13]([C:14]3[CH:15]=[CH:16][C:17]([Cl:20])=[CH:18][CH:19]=3)[N:12]([C@@H:21]([CH2:35][CH3:36])[CH2:22][OH:23])[C:11](=[O:37])[C@@H:10]([CH2:38][C:39]([OH:41])=[O:40])[O:9]2)[CH:5]=[CH:6][CH:7]=1. The catalyst class is: 34. (5) The catalyst class is: 2. Reactant: [C:1]([O:5][C:6]([N:8]1[C@@H:13]([C:14]([OH:16])=O)[C@H:12]2[CH2:17][C@@H:9]1[CH2:10][CH2:11]2)=[O:7])([CH3:4])([CH3:3])[CH3:2].Cl.[NH2:19][CH2:20][C:21]1[CH:30]=[CH:29][C:24]([C:25]([O:27][CH3:28])=[O:26])=[CH:23][CH:22]=1.O.ON1C2C=CC=CC=2N=N1.C(N(CC)CC)C.C(Cl)CCl. Product: [C:1]([O:5][C:6]([N:8]1[C@@H:13]([C:14]([NH:19][CH2:20][C:21]2[CH:22]=[CH:23][C:24]([C:25]([O:27][CH3:28])=[O:26])=[CH:29][CH:30]=2)=[O:16])[C@H:12]2[CH2:17][C@@H:9]1[CH2:10][CH2:11]2)=[O:7])([CH3:2])([CH3:3])[CH3:4]. (6) Reactant: Cl[O-].[Na+].[F:4][C:5]1[C:13]([O:14][CH3:15])=[CH:12][CH:11]=[CH:10][C:6]=1[CH:7]=[N:8][OH:9].[CH3:16][C@@:17]([S:27]([CH3:30])(=[O:29])=[O:28])([CH2:23][CH2:24][C:25]#[CH:26])[C:18]([O:20][CH2:21][CH3:22])=[O:19].O. The catalyst class is: 4. Product: [F:4][C:5]1[C:13]([O:14][CH3:15])=[CH:12][CH:11]=[CH:10][C:6]=1[C:7]1[CH:26]=[C:25]([CH2:24][CH2:23][C@@:17]([CH3:16])([S:27]([CH3:30])(=[O:28])=[O:29])[C:18]([O:20][CH2:21][CH3:22])=[O:19])[O:9][N:8]=1. (7) Reactant: [N:1]1([C@H:6]2[CH2:10][CH2:9][C@H:8]([N:11]3C(=O)C4=CC=CC=C4C3=O)[CH2:7]2)[CH:5]=[CH:4][CH:3]=[N:2]1. Product: [N:1]1([C@H:6]2[CH2:10][CH2:9][C@H:8]([NH2:11])[CH2:7]2)[CH:5]=[CH:4][CH:3]=[N:2]1. The catalyst class is: 14. (8) Reactant: Cl.[C:2](=[NH:7])(OCC)[CH3:3].C(N(CC)CC)C.[NH:15]([C:17]([O:19][C:20]([CH3:23])([CH3:22])[CH3:21])=[O:18])[NH2:16].Br.Br[CH2:26][C:27]([C:29]1[CH:30]=[N:31][CH:32]=[CH:33][CH:34]=1)=O. Product: [CH3:3][C:2]1[N:16]([NH:15][C:17](=[O:18])[O:19][C:20]([CH3:23])([CH3:22])[CH3:21])[CH:26]=[C:27]([C:29]2[CH:30]=[N:31][CH:32]=[CH:33][CH:34]=2)[N:7]=1. The catalyst class is: 8. (9) Reactant: F[C:2]1[N:7]=[CH:6][C:5]([C:8]2[CH:13]=[CH:12][C:11]([C@@H:14]([N:16]3[CH2:21][CH2:20][C@:19]([CH2:28][C:29]([OH:32])([CH3:31])[CH3:30])([C:22]4[CH:27]=[CH:26][CH:25]=[CH:24][CH:23]=4)[O:18][C:17]3=[O:33])[CH3:15])=[CH:10][CH:9]=2)=[CH:4][CH:3]=1.C(=O)([O-])[O-].[K+].[K+].[NH:40]1[CH2:47][CH2:46][CH2:45][C@@H:41]1[C:42]([NH2:44])=[O:43].C([O-])(O)=O.[Na+]. Product: [OH:32][C:29]([CH3:31])([CH3:30])[CH2:28][C@@:19]1([C:22]2[CH:27]=[CH:26][CH:25]=[CH:24][CH:23]=2)[O:18][C:17](=[O:33])[N:16]([C@H:14]([C:11]2[CH:12]=[CH:13][C:8]([C:5]3[CH:4]=[CH:3][C:2]([N:40]4[CH2:47][CH2:46][CH2:45][C@@H:41]4[C:42]([NH2:44])=[O:43])=[N:7][CH:6]=3)=[CH:9][CH:10]=2)[CH3:15])[CH2:21][CH2:20]1. The catalyst class is: 16.